This data is from Full USPTO retrosynthesis dataset with 1.9M reactions from patents (1976-2016). The task is: Predict the reactants needed to synthesize the given product. (1) Given the product [N:27]1[C:28]2[C:23](=[CH:22][CH:21]=[C:20]([O:19][C:5]3[N:4]=[N:3][C:2]([O:19][C:20]4[CH:29]=[C:28]5[C:23]([CH:24]=[CH:25][CH:26]=[N:27]5)=[CH:22][CH:21]=4)=[C:7]([C:8]4[CH:13]=[CH:12][C:11]([C:14]([F:17])([F:16])[F:15])=[CH:10][CH:9]=4)[CH:6]=3)[CH:29]=2)[CH:24]=[CH:25][CH:26]=1, predict the reactants needed to synthesize it. The reactants are: Cl[C:2]1[N:3]=[N:4][C:5](Cl)=[CH:6][C:7]=1[C:8]1[CH:13]=[CH:12][C:11]([C:14]([F:17])([F:16])[F:15])=[CH:10][CH:9]=1.[OH:19][C:20]1[CH:29]=[C:28]2[C:23]([CH:24]=[CH:25][CH:26]=[N:27]2)=[CH:22][CH:21]=1.[H-].[Na+]. (2) The reactants are: [Zn:1].[CH2:2]([OH:88])[C@H:3]1[O:8][C@@H:7]2[O:9][C@H:10]3[C@H:15]([OH:16])[C@@H:14]([OH:17])[C@@H:13]([O:18][C@H:19]4[C@H:24]([OH:25])[C@@H:23]([OH:26])[C@@H:22]([O:27][C@H:28]5[C@H:33]([OH:34])[C@@H:32]([OH:35])[CH:31]([O:36][CH:37]6[C@H:42]([OH:43])[C@@H:41]([OH:44])[CH:40]([CH:45]7[C@H:50]([OH:51])[C@@H:49]([OH:52])[CH:48]([O:53][C@H:54]8[C@H:59]([OH:60])[C@@H:58]([OH:61])[C@@H:57]([O:62][C@H:63]9[C@H:69]([OH:70])[C@@H:68]([OH:71])[C@@H:66]([O:67][C@H:4]1[C@H:5]([OH:87])[C@H:6]2[OH:86])[O:65][C@@H:64]9[CH2:72][OH:73])[O:56][C@@H:55]8[CH2:74][OH:75])[O:47][C@@H:46]7[CH2:76][OH:77])[O:39][C@@H:38]6[CH2:78][OH:79])[O:30][C@@H:29]5[CH2:80][OH:81])[O:21][C@@H:20]4[CH2:82][OH:83])[O:12][C@@H:11]3[CH2:84][OH:85]. Given the product [CH2:2]([OH:88])[C@H:3]1[O:8][C@@H:7]2[O:9][C@H:10]3[C@H:15]([OH:16])[C@@H:14]([OH:17])[C@@H:13]([O:18][C@H:19]4[C@H:24]([OH:25])[C@@H:23]([OH:26])[C@@H:22]([O:27][C@H:28]5[C@H:33]([OH:34])[C@@H:32]([OH:35])[CH:31]([O:36][CH:37]6[C@H:42]([OH:43])[C@@H:41]([OH:44])[CH:40]([CH:45]7[C@H:50]([OH:51])[C@@H:49]([OH:52])[CH:48]([O:53][C@H:54]8[C@H:59]([OH:60])[C@@H:58]([OH:61])[C@@H:57]([O:62][C@H:63]9[C@H:69]([OH:70])[C@@H:68]([OH:71])[C@@H:66]([O:67][C@H:4]1[C@H:5]([OH:87])[C@H:6]2[OH:86])[O:65][C@@H:64]9[CH2:72][OH:73])[O:56][C@@H:55]8[CH2:74][OH:75])[O:47][C@@H:46]7[CH2:76][OH:77])[O:39][C@@H:38]6[CH2:78][OH:79])[O:30][C@@H:29]5[CH2:80][OH:81])[O:21][C@@H:20]4[CH2:82][OH:83])[O:12][C@@H:11]3[CH2:84][OH:85].[Zn:1], predict the reactants needed to synthesize it. (3) Given the product [C:31]([NH:34][C:19]([C:18]1[CH:17]=[C:16]([C:13]2[CH:14]=[CH:15][N:10]3[N:9]=[C:8]([C:5]4[CH:6]=[CH:7][C:2]([F:1])=[CH:3][CH:4]=4)[C:25]([C:26]([NH:27][CH3:28])=[O:29])=[C:11]3[CH:12]=2)[CH:24]=[CH:23][CH:22]=1)=[O:21])([CH3:33])([CH3:32])[CH3:30], predict the reactants needed to synthesize it. The reactants are: [F:1][C:2]1[CH:7]=[CH:6][C:5]([C:8]2[C:25]([C:26](=[O:29])[NH:27][CH3:28])=[C:11]3[CH:12]=[C:13]([C:16]4[CH:17]=[C:18]([CH:22]=[CH:23][CH:24]=4)[C:19]([OH:21])=O)[CH:14]=[CH:15][N:10]3[N:9]=2)=[CH:4][CH:3]=1.[CH3:30][C:31]([NH2:34])([CH3:33])[CH3:32].